Dataset: Full USPTO retrosynthesis dataset with 1.9M reactions from patents (1976-2016). Task: Predict the reactants needed to synthesize the given product. Given the product [CH2:21]([N:8]1[C:7]2[N:6]=[CH:5][N:4]([CH2:1][CH:2]=[CH2:3])[C:12]=2[C:11](=[O:13])[NH:10][C:9]1=[O:14])[CH2:22][CH2:23][CH3:24], predict the reactants needed to synthesize it. The reactants are: [CH2:1]([N:4]1[C:12]2[C:11](=[O:13])[NH:10][C:9](=[O:14])[NH:8][C:7]=2[N:6]=[CH:5]1)[CH:2]=[CH2:3].C([O-])([O-])=O.[K+].[K+].[CH2:21](I)[CH2:22][CH2:23][CH3:24].